Dataset: Full USPTO retrosynthesis dataset with 1.9M reactions from patents (1976-2016). Task: Predict the reactants needed to synthesize the given product. Given the product [O:1]1[C@H:5]2[O:6][CH2:7][CH2:8][C@H:4]2[C@@H:3]([O:9][C:10]([O:11][N:12]2[C:16](=[O:17])[CH2:15][CH2:14][C:13]2=[O:18])=[O:19])[CH2:2]1, predict the reactants needed to synthesize it. The reactants are: [O:1]1[C@H:5]2[O:6][CH2:7][CH2:8][C@H:4]2[C@@H:3]([OH:9])[CH2:2]1.[C:10](=O)([O:19]N1C(=O)CCC1=O)[O:11][N:12]1[C:16](=[O:17])[CH2:15][CH2:14][C:13]1=[O:18].